Dataset: Full USPTO retrosynthesis dataset with 1.9M reactions from patents (1976-2016). Task: Predict the reactants needed to synthesize the given product. (1) Given the product [OH:8][N:9]1[C:18]2[C:13](=[CH:14][CH:15]=[CH:16][N:17]=2)[C:12]([OH:19])=[C:11]([CH2:20][C:21]([O:23][CH2:24][CH3:25])=[O:22])[C:10]1=[O:26], predict the reactants needed to synthesize it. The reactants are: C([O:8][N:9]1[C:18]2[C:13](=[CH:14][CH:15]=[CH:16][N:17]=2)[C:12]([OH:19])=[C:11]([CH2:20][C:21]([O:23][CH2:24][CH3:25])=[O:22])[C:10]1=[O:26])C1C=CC=CC=1. (2) Given the product [CH2:22]([O:24][C:25](=[O:46])[CH2:26][CH2:27][C:28]1[CH:33]=[CH:32][C:31]([O:34][CH2:35][CH2:36][CH:37]([O:15][C:12]2[CH:13]=[CH:14][C:9]([CH2:7][CH3:8])=[CH:10][C:11]=2[C:16]2[CH:21]=[CH:20][CH:19]=[CH:18][N:17]=2)[CH3:38])=[CH:30][C:29]=1[CH2:44][CH3:45])[CH3:23], predict the reactants needed to synthesize it. The reactants are: C(=O)([O-])[O-].[Cs+].[Cs+].[CH2:7]([C:9]1[CH:14]=[CH:13][C:12]([OH:15])=[C:11]([C:16]2[CH:21]=[CH:20][CH:19]=[CH:18][N:17]=2)[CH:10]=1)[CH3:8].[CH2:22]([O:24][C:25](=[O:46])[CH2:26][CH2:27][C:28]1[CH:33]=[CH:32][C:31]([O:34][CH2:35][CH2:36][CH:37](OS(C)(=O)=O)[CH3:38])=[CH:30][C:29]=1[CH2:44][CH3:45])[CH3:23]. (3) Given the product [CH2:22]([S:25][CH2:26][C:27]1[C:36]2[C:31](=[CH:32][CH:33]=[C:34]([C:37]3[CH:42]=[CH:41][S:14][CH:38]=3)[CH:35]=2)[NH:30][C:29]([CH3:48])([CH3:47])[CH:28]=1)[CH:23]=[CH2:24], predict the reactants needed to synthesize it. The reactants are: CC1(C)C=C(C)C2C(=CC=C(O[S:14](C(F)(F)F)(=O)=O)C=2)N1.[CH2:22]([S:25][CH2:26][C:27]1[C:36]2[C:31](=[CH:32][CH:33]=[C:34]([C:37]3[CH:42]=[C:41](OC)C=C[C:38]=3OC)[CH:35]=2)[NH:30][C:29]([CH3:48])([CH3:47])[CH:28]=1)[CH:23]=[CH2:24].C(S)C=C. (4) Given the product [CH2:22]([O:21][C:16]1[CH:15]=[CH:14][C:13]2[C@H:11]3[C@H:10]([CH2:9][NH:8][CH2:12]3)[O:20][CH2:19][C:18]=2[CH:17]=1)[C:23]1[CH:24]=[CH:25][CH:26]=[CH:27][CH:28]=1, predict the reactants needed to synthesize it. The reactants are: C([N:8]1[CH2:12][C@H:11]2[C:13]3[CH:14]=[CH:15][C:16]([O:21][CH2:22][C:23]4[CH:28]=[CH:27][CH:26]=[CH:25][CH:24]=4)=[CH:17][C:18]=3[CH2:19][O:20][C@H:10]2[CH2:9]1)C1C=CC=CC=1.ClC(OC(Cl)C)=O.C(#N)C.CO. (5) The reactants are: C(OC([C:6]1[C:7](=[O:17])[N:8]([C:11]2[CH:16]=[CH:15][CH:14]=[CH:13][CH:12]=2)[NH:9][CH:10]=1)=O)C.[OH-].[Na+].Cl.C(OCC)(=O)C. Given the product [C:11]1([N:8]2[C:7](=[O:17])[CH2:6][CH:10]=[N:9]2)[CH:16]=[CH:15][CH:14]=[CH:13][CH:12]=1, predict the reactants needed to synthesize it. (6) Given the product [C:30]([C:27]1[CH:26]=[CH:25][C:24]([CH2:23][O:18][C:15]2[CH:16]=[CH:17][N:12]([C:9]3[CH:10]=[CH:11][C:6]4[N:7]([C:20]([CH3:21])=[C:4]([CH:1]5[CH2:3][CH2:2]5)[N:5]=4)[CH:8]=3)[C:13](=[O:19])[CH:14]=2)=[CH:29][CH:28]=1)([CH3:33])([CH3:31])[CH3:32], predict the reactants needed to synthesize it. The reactants are: [CH:1]1([C:4]2[N:5]=[C:6]3[CH:11]=[CH:10][C:9]([N:12]4[CH:17]=[CH:16][C:15]([OH:18])=[CH:14][C:13]4=[O:19])=[CH:8][N:7]3[C:20]=2[CH3:21])[CH2:3][CH2:2]1.Br[CH2:23][C:24]1[CH:29]=[CH:28][C:27]([C:30]([CH3:33])([CH3:32])[CH3:31])=[CH:26][CH:25]=1.C(=O)([O-])[O-].[K+].[K+].O. (7) Given the product [C:21]([O:25][C:26]([N:28]1[CH2:29][CH2:30][NH:31][CH2:32][CH:33]1[C:8]1[CH:7]=[N:6][C:11]([NH:12][C:13]2[N:14]=[CH:15][C:10]3[C:9]([CH3:19])=[CH:8][C:7](=[O:20])[N:6]([CH:1]4[CH2:5][CH2:4][CH2:3][CH2:2]4)[C:11]=3[N:12]=2)=[CH:10][CH:9]=1)=[O:27])([CH3:22])([CH3:23])[CH3:24], predict the reactants needed to synthesize it. The reactants are: [CH:1]1([N:6]2[C:11]3[N:12]=[C:13](S(C)=O)[N:14]=[CH:15][C:10]=3[C:9]([CH3:19])=[CH:8][C:7]2=[O:20])[CH2:5][CH2:4][CH2:3][CH2:2]1.[C:21]([O:25][C:26]([N:28]1[CH2:33][CH2:32][N:31](C2C=NC(N)=CC=2)[CH2:30][CH2:29]1)=[O:27])([CH3:24])([CH3:23])[CH3:22]. (8) The reactants are: [Br:1][C:2]1[CH:3]=[C:4]2[C:10](O)([C:11]3[CH:16]=[C:15]([CH3:17])[CH:14]=[CH:13][C:12]=3[O:18][CH3:19])[C:9](=[O:21])[N:8]([S:22]([C:25]3[CH:30]=[CH:29][C:28]([O:31][CH3:32])=[CH:27][C:26]=3[O:33][C:34]([F:37])([F:36])[F:35])(=[O:24])=[O:23])[C:5]2=[N:6][CH:7]=1.CS(OS(C)(=O)=O)(=O)=O.FC(F)(F)C(O)=O.[OH:54][C@H:55]1[CH2:59][NH:58][C@H:57]([C:60]([N:62]([CH3:64])[CH3:63])=[O:61])[CH2:56]1.C([O-])(O)=O.[Na+]. Given the product [Br:1][C:2]1[CH:3]=[C:4]2[C:10]([N:58]3[CH2:59][C@H:55]([OH:54])[CH2:56][C@H:57]3[C:60]([N:62]([CH3:64])[CH3:63])=[O:61])([C:11]3[CH:16]=[C:15]([CH3:17])[CH:14]=[CH:13][C:12]=3[O:18][CH3:19])[C:9](=[O:21])[N:8]([S:22]([C:25]3[CH:30]=[CH:29][C:28]([O:31][CH3:32])=[CH:27][C:26]=3[O:33][C:34]([F:35])([F:36])[F:37])(=[O:24])=[O:23])[C:5]2=[N:6][CH:7]=1, predict the reactants needed to synthesize it. (9) Given the product [C:17]([O:16][C:14]([N:11]1[CH2:12][CH2:13][NH:8][CH2:9][CH:10]1[CH2:21][CH2:22][OH:23])=[O:15])([CH3:20])([CH3:19])[CH3:18], predict the reactants needed to synthesize it. The reactants are: C([N:8]1[CH2:13][CH2:12][N:11]([C:14]([O:16][C:17]([CH3:20])([CH3:19])[CH3:18])=[O:15])[CH:10]([CH2:21][CH2:22][OH:23])[CH2:9]1)C1C=CC=CC=1.